This data is from Peptide-MHC class II binding affinity with 134,281 pairs from IEDB. The task is: Regression. Given a peptide amino acid sequence and an MHC pseudo amino acid sequence, predict their binding affinity value. This is MHC class II binding data. (1) The peptide sequence is SSNPTILSEGNSFTA. The MHC is DRB1_0701 with pseudo-sequence DRB1_0701. The binding affinity (normalized) is 0.313. (2) The peptide sequence is DDLMIRVIAQGPTAT. The MHC is DRB4_0101 with pseudo-sequence DRB4_0103. The binding affinity (normalized) is 0.568. (3) The peptide sequence is MGKATTEEQKLIEDV. The binding affinity (normalized) is 0.412. The MHC is HLA-DQA10501-DQB10301 with pseudo-sequence HLA-DQA10501-DQB10301. (4) The binding affinity (normalized) is 0.264. The MHC is DRB1_0101 with pseudo-sequence DRB1_0101. The peptide sequence is YLGPLNCKSCWQKFD. (5) The peptide sequence is DKFTVFEAAFNDAIK. The MHC is HLA-DPA10201-DPB10101 with pseudo-sequence HLA-DPA10201-DPB10101. The binding affinity (normalized) is 0.550. (6) The peptide sequence is YFNLIDTKCYKLE. The MHC is DRB3_0101 with pseudo-sequence DRB3_0101. The binding affinity (normalized) is 0.